From a dataset of Forward reaction prediction with 1.9M reactions from USPTO patents (1976-2016). Predict the product of the given reaction. (1) The product is: [CH3:19][C:20]([NH:25][C:7]([C:3]1[S:4][CH:5]=[CH:6][C:2]=1[OH:1])=[O:9])([CH3:34])[C:21]#[CH:22]. Given the reactants [OH:1][C:2]1[CH:6]=[CH:5][S:4][C:3]=1[C:7]([OH:9])=O.CN(C(ON1N=[N:25][C:20]2[CH:21]=[CH:22]C=N[C:19]1=2)=[N+](C)C)C.F[P-](F)(F)(F)(F)F.[CH2:34](N(CC)CC)C, predict the reaction product. (2) The product is: [NH2:8][C:9]1[CH:10]=[CH:11][C:12]([C@H:15]([NH:19][C:20]([C:22]2[S:23][C:24]([CH:27]([C:34]3[CH:35]=[CH:36][CH:37]=[CH:38][CH:39]=3)[C:28]3[CH:29]=[CH:30][CH:31]=[CH:32][CH:33]=3)=[CH:25][CH:26]=2)=[O:21])[C:16]([OH:18])=[O:17])=[CH:13][CH:14]=1.[C:40]([OH:46])([C:42]([F:45])([F:44])[F:43])=[O:41]. Given the reactants C(OC([NH:8][C:9]1[CH:14]=[CH:13][C:12]([C@H:15]([NH:19][C:20]([C:22]2[S:23][C:24]([CH:27]([C:34]3[CH:39]=[CH:38][CH:37]=[CH:36][CH:35]=3)[C:28]3[CH:33]=[CH:32][CH:31]=[CH:30][CH:29]=3)=[CH:25][CH:26]=2)=[O:21])[C:16]([OH:18])=[O:17])=[CH:11][CH:10]=1)=O)(C)(C)C.[C:40]([OH:46])([C:42]([F:45])([F:44])[F:43])=[O:41].C([SiH](CC)CC)C, predict the reaction product. (3) Given the reactants I[C:2]1[CH:3]=[C:4]2[C:8](=[CH:9][CH:10]=1)[CH2:7][CH:6]([NH:11][S:12]([CH:15]([CH3:17])[CH3:16])(=[O:14])=[O:13])[CH2:5]2.[C:18]([C:21]1[CH:22]=[C:23](B(O)O)[CH:24]=[CH:25][CH:26]=1)(=[O:20])[CH3:19], predict the reaction product. The product is: [C:18]([C:21]1[CH:26]=[C:25]([C:2]2[CH:3]=[C:4]3[C:8](=[CH:9][CH:10]=2)[CH2:7][CH:6]([NH:11][S:12]([CH:15]([CH3:17])[CH3:16])(=[O:14])=[O:13])[CH2:5]3)[CH:24]=[CH:23][CH:22]=1)(=[O:20])[CH3:19]. (4) Given the reactants Cl.[NH2:2][C@@H:3]1[CH2:8][CH2:7][C@H:6]([NH:9][C:10](=[O:27])[C:11]2[CH:16]=[C:15]([F:17])[CH:14]=[N:13][C:12]=2[O:18][C:19]2[CH:24]=[CH:23][CH:22]=[C:21]([S:25][CH3:26])[CH:20]=2)[CH2:5][CH2:4]1.C(N(CC)CC)C.[C:35](O)(=[O:39])[CH:36]([CH3:38])[CH3:37].Cl.CN(C)CCCN=C=NCC.ON1C2C=CC=CC=2N=N1, predict the reaction product. The product is: [F:17][C:15]1[CH:14]=[N:13][C:12]([O:18][C:19]2[CH:24]=[CH:23][CH:22]=[C:21]([S:25][CH3:26])[CH:20]=2)=[C:11]([CH:16]=1)[C:10]([NH:9][C@H:6]1[CH2:7][CH2:8][C@@H:3]([NH:2][C:35](=[O:39])[CH:36]([CH3:38])[CH3:37])[CH2:4][CH2:5]1)=[O:27]. (5) Given the reactants [S:1]1[CH:5]=[CH:4][CH:3]=[C:2]1[C:6]1[C:15]2[C:10](=[CH:11][C:12]([C:16](=[O:18])[CH3:17])=[CH:13][CH:14]=2)[C:9]([CH3:20])([CH3:19])[CH2:8][CH:7]=1.[C:21]([C:24]1[CH:31]=[CH:30][C:27]([CH:28]=O)=[CH:26][CH:25]=1)([OH:23])=[O:22].[OH-].[Na+], predict the reaction product. The product is: [O:18]=[C:16]([C:12]1[CH:13]=[CH:14][C:15]2[C:6]([C:2]3[S:1][CH:5]=[CH:4][CH:3]=3)=[CH:7][CH2:8][C:9]([CH3:20])([CH3:19])[C:10]=2[CH:11]=1)[CH:17]=[CH:28][C:27]1[CH:30]=[CH:31][C:24]([C:21]([OH:23])=[O:22])=[CH:25][CH:26]=1.